The task is: Predict which catalyst facilitates the given reaction.. This data is from Catalyst prediction with 721,799 reactions and 888 catalyst types from USPTO. (1) Reactant: [NH2:1][CH2:2][CH2:3][C:4]1[N:5]=[C:6]([NH:9][C:10]2[C:15]([O:16][CH2:17][C:18]3[CH:23]=[CH:22][CH:21]=[CH:20][CH:19]=3)=[CH:14][CH:13]=[CH:12][N:11]=2)[S:7][CH:8]=1.[N:24]([C:27]1[CH:32]=[CH:31][CH:30]=[CH:29][CH:28]=1)=[C:25]=[O:26].C(OCC)(=O)C. Product: [CH2:17]([O:16][C:15]1[C:10]([NH:9][C:6]2[S:7][CH:8]=[C:4]([CH2:3][CH2:2][NH:1][C:25]([NH:24][C:27]3[CH:32]=[CH:31][CH:30]=[CH:29][CH:28]=3)=[O:26])[N:5]=2)=[N:11][CH:12]=[CH:13][CH:14]=1)[C:18]1[CH:23]=[CH:22][CH:21]=[CH:20][CH:19]=1. The catalyst class is: 3. (2) Reactant: [CH3:1][C:2]1[C:7]([C:8]([O:10][CH2:11][CH3:12])=[O:9])=[C:6]([CH3:13])[CH:5]=[CH:4][N:3]=1.[Cl:14]N1C(=O)N(Cl)C(=O)N(Cl)C1=O. Product: [Cl:14][CH2:1][C:2]1[N:3]=[CH:4][CH:5]=[C:6]([CH3:13])[C:7]=1[C:8]([O:10][CH2:11][CH3:12])=[O:9]. The catalyst class is: 4. (3) Reactant: C([N:8]1[CH2:13][CH:12]=[C:11]([C:14]2[C:22]3[C:17](=[CH:18][C:19]([C:23]([O:25][CH2:26][CH3:27])=[O:24])=[CH:20][CH:21]=3)[NH:16][CH:15]=2)[CH2:10][CH2:9]1)C1C=CC=CC=1. Product: [NH:8]1[CH2:9][CH:10]=[C:11]([C:14]2[C:22]3[C:17](=[CH:18][C:19]([C:23]([O:25][CH2:26][CH3:27])=[O:24])=[CH:20][CH:21]=3)[NH:16][CH:15]=2)[CH2:12][CH2:13]1. The catalyst class is: 293. (4) Reactant: [C:1]([N:4]1[C:8]2[N:9]=[C:10]([NH:14][C:15](=[O:17])[CH3:16])[NH:11][C:12](=O)[C:7]=2[C:6]([CH2:18][CH2:19][O:20][Si:21]([C:34]([CH3:37])([CH3:36])[CH3:35])([C:28]2[CH:33]=[CH:32][CH:31]=[CH:30][CH:29]=2)[C:22]2[CH:27]=[CH:26][CH:25]=[CH:24][CH:23]=2)=[CH:5]1)(=[O:3])[CH3:2].C1(N(C)C)C=CC=CC=1.O=P(Cl)(Cl)[Cl:49]. Product: [C:1]([N:4]1[C:8]2[N:9]=[C:10]([NH:14][C:15](=[O:17])[CH3:16])[N:11]=[C:12]([Cl:49])[C:7]=2[C:6]([CH2:18][CH2:19][O:20][Si:21]([C:34]([CH3:37])([CH3:36])[CH3:35])([C:28]2[CH:33]=[CH:32][CH:31]=[CH:30][CH:29]=2)[C:22]2[CH:27]=[CH:26][CH:25]=[CH:24][CH:23]=2)=[CH:5]1)(=[O:3])[CH3:2]. The catalyst class is: 210.